From a dataset of NCI-60 drug combinations with 297,098 pairs across 59 cell lines. Regression. Given two drug SMILES strings and cell line genomic features, predict the synergy score measuring deviation from expected non-interaction effect. (1) Synergy scores: CSS=-0.196, Synergy_ZIP=5.84, Synergy_Bliss=8.08, Synergy_Loewe=1.59, Synergy_HSA=1.01. Drug 1: C1CC(=O)NC(=O)C1N2CC3=C(C2=O)C=CC=C3N. Drug 2: CN(CC1=CN=C2C(=N1)C(=NC(=N2)N)N)C3=CC=C(C=C3)C(=O)NC(CCC(=O)O)C(=O)O. Cell line: MDA-MB-231. (2) Drug 1: CC1=C2C(C(=O)C3(C(CC4C(C3C(C(C2(C)C)(CC1OC(=O)C(C(C5=CC=CC=C5)NC(=O)OC(C)(C)C)O)O)OC(=O)C6=CC=CC=C6)(CO4)OC(=O)C)OC)C)OC. Drug 2: CC1C(C(=O)NC(C(=O)N2CCCC2C(=O)N(CC(=O)N(C(C(=O)O1)C(C)C)C)C)C(C)C)NC(=O)C3=C4C(=C(C=C3)C)OC5=C(C(=O)C(=C(C5=N4)C(=O)NC6C(OC(=O)C(N(C(=O)CN(C(=O)C7CCCN7C(=O)C(NC6=O)C(C)C)C)C)C(C)C)C)N)C. Cell line: MOLT-4. Synergy scores: CSS=72.2, Synergy_ZIP=10.4, Synergy_Bliss=9.87, Synergy_Loewe=-0.353, Synergy_HSA=10.5. (3) Drug 1: CC1=C(C=C(C=C1)NC(=O)C2=CC=C(C=C2)CN3CCN(CC3)C)NC4=NC=CC(=N4)C5=CN=CC=C5. Cell line: CCRF-CEM. Synergy scores: CSS=62.0, Synergy_ZIP=6.82, Synergy_Bliss=9.92, Synergy_Loewe=-24.5, Synergy_HSA=5.09. Drug 2: CCC1=C2CN3C(=CC4=C(C3=O)COC(=O)C4(CC)O)C2=NC5=C1C=C(C=C5)O.